This data is from Catalyst prediction with 721,799 reactions and 888 catalyst types from USPTO. The task is: Predict which catalyst facilitates the given reaction. (1) Reactant: [Br:1][C:2]1[N:3]=[C:4]2[C:10](I)=[C:9]([C:12]3[CH:17]=[CH:16][C:15]([C:18]4([CH3:23])[O:22][CH2:21][CH2:20][O:19]4)=[CH:14][CH:13]=3)[N:8]([CH2:24][O:25][CH2:26][CH2:27][Si:28]([CH3:31])([CH3:30])[CH3:29])[C:5]2=[N:6][CH:7]=1.[Li][C:33](C)(C)C.CI.[NH4+].[Cl-]. Product: [Br:1][C:2]1[N:3]=[C:4]2[C:10]([CH3:33])=[C:9]([C:12]3[CH:17]=[CH:16][C:15]([C:18]4([CH3:23])[O:22][CH2:21][CH2:20][O:19]4)=[CH:14][CH:13]=3)[N:8]([CH2:24][O:25][CH2:26][CH2:27][Si:28]([CH3:31])([CH3:30])[CH3:29])[C:5]2=[N:6][CH:7]=1. The catalyst class is: 1. (2) Reactant: [H-].[Na+].[CH3:3][N:4]([CH3:17])[C:5]([C:7]1[CH:8]=[C:9]2[C:13](=[CH:14][CH:15]=1)[NH:12][C:11](=[O:16])[CH2:10]2)=[O:6].Cl[C:19]1[C:28]2[C:23](=[CH:24][C:25]([O:29][CH2:30][CH2:31][CH2:32][N:33]3[CH2:38][CH2:37][O:36][CH2:35][CH2:34]3)=[CH:26][CH:27]=2)[N:22]=[CH:21][N:20]=1. Product: [CH3:3][N:4]([CH3:17])[C:5]([C:7]1[CH:8]=[C:9]2[C:13](=[CH:14][CH:15]=1)[NH:12][C:11](=[O:16])[CH:10]2[C:19]1[C:28]2[C:23](=[CH:24][C:25]([O:29][CH2:30][CH2:31][CH2:32][N:33]3[CH2:38][CH2:37][O:36][CH2:35][CH2:34]3)=[CH:26][CH:27]=2)[N:22]=[CH:21][N:20]=1)=[O:6]. The catalyst class is: 9. (3) Reactant: [CH3:16][C:11]1([CH3:17])[C:12]([CH3:15])([CH3:14])[O:13][B:9]([B:9]2[O:13][C:12]([CH3:15])([CH3:14])[C:11]([CH3:17])([CH3:16])[O:10]2)[O:10]1.[F:19][C:20]1[C:27]([CH2:28][O:29][CH3:30])=[CH:26][CH:25]=[CH:24][C:21]=1[C:22]#[N:23]. Product: [F:19][C:20]1[C:27]([CH2:28][O:29][CH3:30])=[CH:26][C:25]([B:9]2[O:10][C:11]([CH3:16])([CH3:17])[C:12]([CH3:14])([CH3:15])[O:13]2)=[CH:24][C:21]=1[C:22]#[N:23]. The catalyst class is: 828. (4) Reactant: [O:1]1[CH:5]=[CH:4][CH:3]=[C:2]1[C:6]1[O:7][C:8]([CH3:34])=[C:9]([CH2:11][O:12][C:13]2[CH:33]=[CH:32][C:16]([CH2:17][O:18][C:19]3[C:23]([CH:24]=O)=[CH:22][N:21]([C:26]4[CH:31]=[CH:30][CH:29]=[CH:28][CH:27]=4)[N:20]=3)=[CH:15][CH:14]=2)[N:10]=1.[CH2:35](P(=O)(OCC)OCC)[P:36](=[O:43])([O:40][CH2:41][CH3:42])[O:37][CH2:38][CH3:39].CN(C)C=O.[H-].[Na+]. Product: [O:1]1[CH:5]=[CH:4][CH:3]=[C:2]1[C:6]1[O:7][C:8]([CH3:34])=[C:9]([CH2:11][O:12][C:13]2[CH:14]=[CH:15][C:16]([CH2:17][O:18][C:19]3[C:23](/[CH:24]=[CH:35]/[P:36](=[O:43])([O:40][CH2:41][CH3:42])[O:37][CH2:38][CH3:39])=[CH:22][N:21]([C:26]4[CH:31]=[CH:30][CH:29]=[CH:28][CH:27]=4)[N:20]=3)=[CH:32][CH:33]=2)[N:10]=1. The catalyst class is: 6. (5) Reactant: [C:1]([O:4][C@H:5]1[CH2:9][N:8]([C:10]([O:12][C:13]([CH3:16])([CH3:15])[CH3:14])=[O:11])[C@@H:7]([C:17]([OH:19])=O)[CH2:6]1)(=[O:3])[CH3:2].C(Cl)CCl.C1C=CC2N(O)N=NC=2C=1.[Cl:34][C:35]1[CH:42]=[CH:41][C:38]([CH2:39][NH2:40])=[CH:37][CH:36]=1. Product: [C:13]([O:12][C:10]([N:8]1[CH2:9][C@H:5]([O:4][C:1](=[O:3])[CH3:2])[CH2:6][C@@H:7]1[C:17](=[O:19])[NH:40][CH2:39][C:38]1[CH:41]=[CH:42][C:35]([Cl:34])=[CH:36][CH:37]=1)=[O:11])([CH3:14])([CH3:15])[CH3:16]. The catalyst class is: 2. (6) Reactant: I[C:2]1[CH:37]=[N:36][C:5]2[N:6]([C:19]([NH:21][CH:22]([C:26]3[CH:31]=[CH:30][C:29]([C:32]([F:35])([F:34])[F:33])=[CH:28][CH:27]=3)[CH2:23][O:24][CH3:25])=[O:20])[CH2:7][C:8](=[O:18])[N:9]([CH2:10][O:11][CH2:12][CH2:13][Si:14]([CH3:17])([CH3:16])[CH3:15])[C:4]=2[CH:3]=1.CC1(C)C(C)(C)OB(B2OC(C)(C)C(C)(C)O2)[O:40]1.C([O-])(=O)C.[K+].[OH-].[Na+].OO.Cl. Product: [OH:40][C:2]1[CH:37]=[N:36][C:5]2[N:6]([C:19]([NH:21][CH:22]([C:26]3[CH:31]=[CH:30][C:29]([C:32]([F:35])([F:34])[F:33])=[CH:28][CH:27]=3)[CH2:23][O:24][CH3:25])=[O:20])[CH2:7][C:8](=[O:18])[N:9]([CH2:10][O:11][CH2:12][CH2:13][Si:14]([CH3:17])([CH3:16])[CH3:15])[C:4]=2[CH:3]=1. The catalyst class is: 782. (7) Reactant: [CH3:1][C:2]1([CH3:10])[C:5](=[O:6])[C:4]([CH3:8])([CH3:7])[C:3]1=[O:9].[OH:11][CH2:12][C:13]([CH3:17])([CH2:15]O)[CH3:14].C(=O)([O-])[O-:19].[K+].[K+]. Product: [CH3:10][C:2]([CH3:1])([C:3](=[O:9])[CH:4]([CH3:7])[CH3:8])[C:5]([O:6][CH2:14][C:13]([CH3:17])([CH3:15])[CH2:12][OH:11])=[O:19]. The catalyst class is: 2. (8) Reactant: [N:1]1[CH:6]=[CH:5][CH:4]=[CH:3][C:2]=1[C:7](=[S:9])[NH2:8].Br[CH2:11][C:12](=O)[C:13]([O:15][CH2:16][CH3:17])=[O:14]. Product: [CH2:16]([O:15][C:13]([C:12]1[N:8]=[C:7]([C:2]2[CH:3]=[CH:4][CH:5]=[CH:6][N:1]=2)[S:9][CH:11]=1)=[O:14])[CH3:17]. The catalyst class is: 8.